Dataset: Reaction yield outcomes from USPTO patents with 853,638 reactions. Task: Predict the reaction yield, written as a fraction of the theoretical maximum amount of product (1.0 means a 100% yield; for example, 0.34 means a 34% yield). (1) The reactants are [NH2:1][C:2]1[N:6]([CH3:7])[C:5](=[O:8])[C:4]([C:15]2[CH:20]=[CH:19][CH:18]=[C:17](Br)[CH:16]=2)([C:9]2[CH:14]=[CH:13][CH:12]=[CH:11][CH:10]=2)[N:3]=1.[C:22]([N:25]1[C:33]2[C:28](=[CH:29][C:30](B3OC(C)(C)C(C)(C)O3)=[CH:31][CH:32]=2)[CH2:27][CH2:26]1)(=[O:24])[CH3:23]. No catalyst specified. The product is [C:22]([N:25]1[C:33]2[C:28](=[CH:29][C:30]([C:17]3[CH:16]=[C:15]([C:4]4([C:9]5[CH:14]=[CH:13][CH:12]=[CH:11][CH:10]=5)[N:3]=[C:2]([NH2:1])[N:6]([CH3:7])[C:5]4=[O:8])[CH:20]=[CH:19][CH:18]=3)=[CH:31][CH:32]=2)[CH2:27][CH2:26]1)(=[O:24])[CH3:23]. The yield is 0.150. (2) The reactants are N12CCN(CC1)CC2.Cl[CH2:10][C:11]([O:13][C:14]([CH3:17])([CH3:16])[CH3:15])=[O:12].[Cl:18][C:19]1[CH:28]=[CH:27][C:26]2[C:21](=[CH:22][CH:23]=[C:24]([S:29]([CH:32]=[CH2:33])(=[O:31])=[O:30])[CH:25]=2)[CH:20]=1.[OH-].[Na+]. The catalyst is C(#N)C. The product is [Cl:18][C:19]1[CH:20]=[C:21]2[C:26](=[CH:27][CH:28]=1)[CH:25]=[C:24]([S:29]([C@@H:32]1[CH2:33][C@H:10]1[C:11]([O:13][C:14]([CH3:17])([CH3:16])[CH3:15])=[O:12])(=[O:31])=[O:30])[CH:23]=[CH:22]2. The yield is 0.150. (3) The reactants are [Br-].[O:2]1[CH2:6][CH2:5][O:4][CH:3]1[CH2:7][CH2:8][P+](C1C=CC=CC=1)(C1C=CC=CC=1)C1C=CC=CC=1.[H-].[Na+].[F:30][C:31]1[CH:32]=[CH:33][C:34]([O:39][CH3:40])=[C:35]([CH:38]=1)[CH:36]=O.[Cl-].[NH4+]. The catalyst is C1COCC1. The product is [F:30][C:31]1[CH:32]=[CH:33][C:34]([O:39][CH3:40])=[C:35]([CH:36]=[CH:8][CH:7]2[O:2][CH2:6][CH2:5][O:4][CH2:3]2)[CH:38]=1. The yield is 0.660. (4) The reactants are C([O:4][C:5]1[CH:6]=[C:7]2[C:12](=[CH:13][CH:14]=1)[N:11]=[CH:10][C:9](Br)=[CH:8]2)(=O)C.[NH:16]1[CH2:21][CH2:20][O:19][CH2:18][CH2:17]1.CC1(C)C2C(=C(P(C3C=CC=CC=3)C3C=CC=CC=3)C=CC=2)OC2C(P(C3C=CC=CC=3)C3C=CC=CC=3)=CC=CC1=2.CC([O-])(C)C.[K+]. The yield is 0.403. The catalyst is C1(C)C=CC=CC=1.C1C=CC(/C=C/C(/C=C/C2C=CC=CC=2)=O)=CC=1.C1C=CC(/C=C/C(/C=C/C2C=CC=CC=2)=O)=CC=1.C1C=CC(/C=C/C(/C=C/C2C=CC=CC=2)=O)=CC=1.[Pd].[Pd]. The product is [N:16]1([C:9]2[CH:10]=[N:11][C:12]3[C:7]([CH:8]=2)=[CH:6][C:5]([OH:4])=[CH:14][CH:13]=3)[CH2:21][CH2:20][O:19][CH2:18][CH2:17]1. (5) The reactants are [H-].[Na+].[CH3:3][C:4]([CH3:17])([CH3:16])/[C:5](/[O:9][CH2:10][C:11]([O:13][CH2:14][CH3:15])=[O:12])=[CH:6]/[C:7]#[N:8].[NH4+].[Cl-]. The catalyst is C1COCC1. The product is [NH2:8][C:7]1[CH:6]=[C:5]([C:4]([CH3:16])([CH3:17])[CH3:3])[O:9][C:10]=1[C:11]([O:13][CH2:14][CH3:15])=[O:12]. The yield is 0.880.